Task: Predict the reactants needed to synthesize the given product.. Dataset: Full USPTO retrosynthesis dataset with 1.9M reactions from patents (1976-2016) (1) Given the product [CH3:1][C:2]1([CH3:20])[C:10]2[C:5](=[CH:6][CH:7]=[C:8]([C:21]3[CH:26]=[CH:25][CH:24]=[CH:23][CH:22]=3)[CH:9]=2)[C:4](=[O:19])[CH2:3]1, predict the reactants needed to synthesize it. The reactants are: [CH3:1][C:2]1([CH3:20])[C:10]2[C:5](=[CH:6][CH:7]=[C:8](OS(C(F)(F)F)(=O)=O)[CH:9]=2)[C:4](=[O:19])[CH2:3]1.[C:21]1(B(O)O)[CH:26]=[CH:25][CH:24]=[CH:23][CH:22]=1. (2) Given the product [CH3:11][N:10]1[C:3]2[C:2]([O:12][C:13]3[CH:21]=[CH:20][C:16]([C:17]([OH:19])=[O:18])=[CH:15][CH:14]=3)=[N:7][CH:6]=[N:5][C:4]=2[CH:8]=[CH:9]1, predict the reactants needed to synthesize it. The reactants are: Cl[C:2]1[C:3]2[N:10]([CH3:11])[CH:9]=[CH:8][C:4]=2[N:5]=[CH:6][N:7]=1.[OH:12][C:13]1[CH:21]=[CH:20][C:16]([C:17]([OH:19])=[O:18])=[CH:15][CH:14]=1.C(=O)([O-])[O-].[Cs+].[Cs+].Cl. (3) Given the product [C:1]([C:9]1[CH:19]=[C:18]([O:20][CH2:21][C:22]2[CH:27]=[CH:26][CH:25]=[CH:24][CH:23]=2)[C:17]([O:28][CH3:29])=[CH:16][C:10]=1[C:11]([OH:13])=[O:12])(=[O:8])[C:2]1[CH:3]=[CH:4][CH:5]=[CH:6][CH:7]=1, predict the reactants needed to synthesize it. The reactants are: [C:1]([C:9]1[CH:19]=[C:18]([O:20][CH2:21][C:22]2[CH:27]=[CH:26][CH:25]=[CH:24][CH:23]=2)[C:17]([O:28][CH3:29])=[CH:16][C:10]=1[C:11]([O:13]CC)=[O:12])(=[O:8])[C:2]1[CH:7]=[CH:6][CH:5]=[CH:4][CH:3]=1.[OH-].[Na+].C(O)C.Cl.